Dataset: Full USPTO retrosynthesis dataset with 1.9M reactions from patents (1976-2016). Task: Predict the reactants needed to synthesize the given product. (1) Given the product [C:1]([O:5][C:6]([NH:8][C@H:9]([C:29](=[O:45])[C@@H:30]1[C@@H:31]([C:32](=[O:44])[NH:33][C@H:34]2[C:43]3[C:38](=[CH:39][CH:40]=[CH:41][CH:42]=3)[CH2:37][CH2:36][CH2:35]2)[CH2:49][CH:48]=[CH:47][CH2:46]1)[CH2:10][C:11]1[CH:28]=[CH:27][C:14]([O:15][CH2:16][C:17]2[CH:26]=[CH:25][C:20]([C:21]([O:23][CH3:24])=[O:22])=[CH:19][CH:18]=2)=[CH:13][CH:12]=1)=[O:7])([CH3:4])([CH3:2])[CH3:3], predict the reactants needed to synthesize it. The reactants are: [C:1]([O:5][C:6]([NH:8][C@H:9]([C:29](=[O:45])/[CH:30]=[CH:31]/[C:32](=[O:44])[NH:33][C@H:34]1[C:43]2[C:38](=[CH:39][CH:40]=[CH:41][CH:42]=2)[CH2:37][CH2:36][CH2:35]1)[CH2:10][C:11]1[CH:28]=[CH:27][C:14]([O:15][CH2:16][C:17]2[CH:26]=[CH:25][C:20]([C:21]([O:23][CH3:24])=[O:22])=[CH:19][CH:18]=2)=[CH:13][CH:12]=1)=[O:7])([CH3:4])([CH3:3])[CH3:2].[CH2:46]=[CH:47][CH:48]=[CH2:49]. (2) Given the product [CH3:39][O:42][C:43]1[CH:44]=[CH:34][C:32]([CH:33]=[CH:1][C:2](=[O:7])[CH2:3][C:4](=[O:6])[CH:5]=[CH:16][C:13]2[CH:14]=[CH:15][C:10]([O:9][CH3:8])=[CH:11][CH:12]=2)=[CH:31][CH:30]=1, predict the reactants needed to synthesize it. The reactants are: [CH3:1][C:2](=[O:7])[CH2:3][C:4](=[O:6])[CH3:5].[CH3:8][O:9][C:10]1[CH:11]=[CH:12][C:13]([CH:16]=O)=[CH:14][CH:15]=1.B(O[CH2:30][CH2:31][CH2:32][CH3:33])(O[CH2:30][CH2:31][CH2:32][CH3:33])O[CH2:30][CH2:31][CH2:32][CH3:33].[CH2:34](N)CCC.[C:39]([O:42][CH2:43][CH3:44])(=O)C. (3) Given the product [CH3:20][O:15][C:14]([C@@H:7]([C:8]1[CH:9]=[CH:10][CH:11]=[CH:12][CH:13]=1)[C@H:5]1[NH:4][CH2:3][CH2:2][CH2:1][CH2:6]1)=[O:16].[ClH:19], predict the reactants needed to synthesize it. The reactants are: [CH2:1]1[CH2:6][CH:5]([CH:7]([C:14]([OH:16])=[O:15])[C:8]2[CH:13]=[CH:12][CH:11]=[CH:10][CH:9]=2)[NH:4][CH2:3][CH2:2]1.CO.[ClH:19].[CH:20](OC)(OC)OC. (4) Given the product [CH3:1][C:2]1[CH:17]=[N:16][C:5]2[N:6]([CH2:21][C:22]([N:24]3[CH2:29][CH2:28][CH2:27][CH2:26][CH2:25]3)=[O:23])[C:7]3[CH2:15][CH:14]4[N:10]([CH2:11][CH2:12][CH2:13]4)[CH2:9][C:8]=3[C:4]=2[CH:3]=1, predict the reactants needed to synthesize it. The reactants are: [CH3:1][C:2]1[CH:17]=[N:16][C:5]2[NH:6][C:7]3[CH2:15][CH:14]4[N:10]([CH2:11][CH2:12][CH2:13]4)[CH2:9][C:8]=3[C:4]=2[CH:3]=1.[H-].[Na+].Cl[CH2:21][C:22]([N:24]1[CH2:29][CH2:28][CH2:27][CH2:26][CH2:25]1)=[O:23]. (5) Given the product [CH2:7]1[C:8]2[C:4](=[CH:3][C:2]([NH:1][CH2:20][CH2:19][C:16]3[CH:15]=[CH:14][C:13]([C:12]([F:22])([F:11])[F:21])=[CH:18][N:17]=3)=[CH:10][CH:9]=2)[CH2:5][CH2:6]1, predict the reactants needed to synthesize it. The reactants are: [NH2:1][C:2]1[CH:3]=[C:4]2[C:8](=[CH:9][CH:10]=1)[CH2:7][CH2:6][CH2:5]2.[F:11][C:12]([F:22])([F:21])[C:13]1[CH:14]=[CH:15][C:16]([CH:19]=[CH2:20])=[N:17][CH:18]=1. (6) Given the product [Br:9][C:10]1[C:11]([O:5][C@H:3]([CH3:4])[C@H:2]([OH:6])[CH3:1])=[N:12][C:13]([Cl:16])=[N:14][CH:15]=1, predict the reactants needed to synthesize it. The reactants are: [CH3:1][C@@H:2]([OH:6])[C@H:3]([OH:5])[CH3:4].[H-].[Na+].[Br:9][C:10]1[C:11](Cl)=[N:12][C:13]([Cl:16])=[N:14][CH:15]=1.